This data is from Reaction yield outcomes from USPTO patents with 853,638 reactions. The task is: Predict the reaction yield, written as a fraction of the theoretical maximum amount of product (1.0 means a 100% yield; for example, 0.34 means a 34% yield). The reactants are [NH2:1][C:2]1[CH:7]=[CH:6][CH:5]=[CH:4][C:3]=1[S:8]([NH2:11])(=[O:10])=[O:9].[Br:12][C:13]1[CH:14]=[C:15]([S:19](Cl)(=[O:21])=[O:20])[CH:16]=[CH:17][CH:18]=1. The catalyst is C(OCC)C. The product is [Br:12][C:13]1[CH:14]=[C:15]([S:19]([NH:1][C:2]2[CH:7]=[CH:6][CH:5]=[CH:4][C:3]=2[S:8](=[O:9])(=[O:10])[NH2:11])(=[O:21])=[O:20])[CH:16]=[CH:17][CH:18]=1. The yield is 0.480.